The task is: Predict the reactants needed to synthesize the given product.. This data is from Full USPTO retrosynthesis dataset with 1.9M reactions from patents (1976-2016). (1) The reactants are: Cl[C:2]1[C:7]([C:8]#[N:9])=[C:6]([C:10]2[CH:15]=[CH:14][C:13]([O:16][CH2:17][CH2:18][OH:19])=[C:12]([F:20])[CH:11]=2)[C:5]([C:21]#[N:22])=[C:4]([S:23][CH2:24][C:25]2[N:26]=[C:27]([C:30]3[CH:35]=[CH:34][C:33]([Cl:36])=[CH:32][CH:31]=3)[O:28][CH:29]=2)[N:3]=1.[NH2:37][CH2:38][CH2:39][OH:40]. Given the product [Cl:36][C:33]1[CH:32]=[CH:31][C:30]([C:27]2[O:28][CH:29]=[C:25]([CH2:24][S:23][C:4]3[C:5]([C:21]#[N:22])=[C:6]([C:10]4[CH:15]=[CH:14][C:13]([O:16][CH2:17][CH2:18][OH:19])=[C:12]([F:20])[CH:11]=4)[C:7]([C:8]#[N:9])=[C:2]([NH:37][CH2:38][CH2:39][OH:40])[N:3]=3)[N:26]=2)=[CH:35][CH:34]=1, predict the reactants needed to synthesize it. (2) The reactants are: [Cl:1][C:2]1[CH:7]=[CH:6][C:5]([CH:8]([C:15]2[CH:20]=[CH:19][CH:18]=[CH:17][CH:16]=2)[N:9]2[CH2:14][CH2:13][NH:12][CH2:11][CH2:10]2)=[CH:4][CH:3]=1.Cl[CH2:22][CH2:23][O:24][CH2:25][C:26]([NH2:28])=[O:27].C(=O)([O-])[O-].[Na+].[Na+].[I-].[K+].C. Given the product [Cl:1][C:2]1[CH:3]=[CH:4][C:5]([CH:8]([C:15]2[CH:16]=[CH:17][CH:18]=[CH:19][CH:20]=2)[N:9]2[CH2:10][CH2:11][N:12]([CH2:22][CH2:23][O:24][CH2:25][C:26]([NH2:28])=[O:27])[CH2:13][CH2:14]2)=[CH:6][CH:7]=1, predict the reactants needed to synthesize it. (3) Given the product [C:1]([O:5][C:6]([NH:8][C@H:9]1[CH2:13][C@@:12]([CH:18]([CH3:20])[CH3:19])([C:14]([OH:16])=[O:15])[CH:11]=[CH:10]1)=[O:7])([CH3:4])([CH3:3])[CH3:2], predict the reactants needed to synthesize it. The reactants are: [C:1]([O:5][C:6]([NH:8][C@H:9]1[CH2:13][C@@:12]([CH:18]([CH3:20])[CH3:19])([C:14]([O:16]C)=[O:15])[CH:11]=[CH:10]1)=[O:7])([CH3:4])([CH3:3])[CH3:2].O.[OH-].[Li+]. (4) The reactants are: [CH2:1]([O:3][C:4](=[O:17])[C:5]([CH3:16])([CH2:11][CH:12]=[C:13]([CH3:15])[CH3:14])[C:6]([O:8][CH2:9][CH3:10])=[O:7])[CH3:2]. Given the product [CH2:1]([O:3][C:4](=[O:17])[C:5]([CH3:16])([CH2:11][CH2:12][CH:13]([CH3:15])[CH3:14])[C:6]([O:8][CH2:9][CH3:10])=[O:7])[CH3:2], predict the reactants needed to synthesize it.